From a dataset of Full USPTO retrosynthesis dataset with 1.9M reactions from patents (1976-2016). Predict the reactants needed to synthesize the given product. (1) Given the product [CH2:26]([NH:28][C:1]([C:4]1[CH:5]=[CH:6][C:7]([O:8][C:9]2[C:17]3[C:12](=[CH:13][CH:14]=[C:15]([F:18])[CH:16]=3)[N:11]([CH2:19][C:20]([O:22][CH3:29])=[O:21])[C:10]=2[CH3:23])=[CH:24][CH:25]=1)=[O:2])[CH3:27], predict the reactants needed to synthesize it. The reactants are: [C:1]([C:4]1[CH:25]=[CH:24][C:7]([O:8][C:9]2[C:17]3[C:12](=[CH:13][CH:14]=[C:15]([F:18])[CH:16]=3)[N:11]([CH2:19][C:20]([OH:22])=[O:21])[C:10]=2[CH3:23])=[CH:6][CH:5]=1)(O)=[O:2].[CH2:26]([NH2:28])[CH3:27].[CH2:29]1COCC1. (2) The reactants are: Cl[C:2]1[CH:3]=[C:4]([NH:11][C:12]2[CH:17]=[CH:16][C:15]([N:18]3[CH2:23][CH2:22][N:21]([CH:24]4[CH2:27][O:26][CH2:25]4)[CH2:20][CH2:19]3)=[CH:14][N:13]=2)[C:5]2[N:9]=[CH:8][NH:7][C:6]=2[CH:10]=1.C([O:31][CH2:32][C:33]1[C:38](B2OC(C)(C)C(C)(C)O2)=[CH:37][C:36]([F:48])=[CH:35][C:34]=1[N:49]1[CH2:61][CH2:60][N:52]2[C:53]3[CH2:54][CH2:55][CH2:56][CH2:57][C:58]=3[CH:59]=[C:51]2[C:50]1=[O:62])(=O)C.C(=O)([O-])[O-].[K+].[K+].C1(P(C2CCCCC2)C2CCCCC2)CCCCC1. Given the product [F:48][C:36]1[CH:37]=[C:38]([C:2]2[CH:3]=[C:4]([NH:11][C:12]3[CH:17]=[CH:16][C:15]([N:18]4[CH2:19][CH2:20][N:21]([CH:24]5[CH2:27][O:26][CH2:25]5)[CH2:22][CH2:23]4)=[CH:14][N:13]=3)[C:5]3[N:9]=[CH:8][NH:7][C:6]=3[CH:10]=2)[C:33]([CH2:32][OH:31])=[C:34]([N:49]2[CH2:61][CH2:60][N:52]3[C:53]4[CH2:54][CH2:55][CH2:56][CH2:57][C:58]=4[CH:59]=[C:51]3[C:50]2=[O:62])[CH:35]=1, predict the reactants needed to synthesize it. (3) Given the product [Cl:40][C:41]1[C:42]([O:22][CH2:21][C@H:18]2[CH2:17][CH2:16][C@H:15]3[CH2:20][C@@H:19]2[C:14]3([CH3:23])[CH3:13])=[CH:43][C:44]([F:56])=[C:45]([CH:55]=1)[C:46]([NH:48][S:49](=[O:53])(=[O:54])[N:50]([CH3:52])[CH3:51])=[O:47], predict the reactants needed to synthesize it. The reactants are: C12(CO)CC3CC(CC(C3)C1)C2.[CH3:13][C:14]1([CH3:23])[C@H:19]2[CH2:20][C@@H:15]1[CH2:16][CH2:17][C@@H:18]2[CH2:21][OH:22].ClC1C(F)=CC(F)=C(C=1)C(NS(C)(=O)=O)=O.[Cl:40][C:41]1[C:42](F)=[CH:43][C:44]([F:56])=[C:45]([CH:55]=1)[C:46]([NH:48][S:49](=[O:54])(=[O:53])[N:50]([CH3:52])[CH3:51])=[O:47]. (4) Given the product [O:24]1[C:29]2[CH:30]=[CH:31][C:32]([CH2:34][N:1]3[CH2:2][CH2:3][CH:4]([NH:7][C:8]([C:10]4[O:11][C:12]5[C:17]([C:18](=[O:20])[CH:19]=4)=[CH:16][C:15]([F:21])=[C:14]([O:22][CH3:23])[CH:13]=5)=[O:9])[CH2:5][CH2:6]3)=[CH:33][C:28]=2[O:27][CH2:26][CH2:25]1, predict the reactants needed to synthesize it. The reactants are: [NH:1]1[CH2:6][CH2:5][CH:4]([NH:7][C:8]([C:10]2[O:11][C:12]3[C:17]([C:18](=[O:20])[CH:19]=2)=[CH:16][C:15]([F:21])=[C:14]([O:22][CH3:23])[CH:13]=3)=[O:9])[CH2:3][CH2:2]1.[O:24]1[C:29]2[CH:30]=[CH:31][C:32]([CH:34]=O)=[CH:33][C:28]=2[O:27][CH2:26][CH2:25]1.C([BH3-])#N.C1COCC1. (5) The reactants are: [CH2:1]([NH:4][C:5]1[CH:10]=[CH:9][CH:8]=[CH:7][CH:6]=1)[CH:2]=[CH2:3].C([O:13][CH2:14][CH2:15][CH2:16][CH3:17])=C. Given the product [CH2:14]([O:13]/[CH:3]=[CH:2]\[CH2:1][NH:4][C:5]1[CH:10]=[CH:9][CH:8]=[CH:7][CH:6]=1)[CH2:15][CH2:16][CH3:17], predict the reactants needed to synthesize it. (6) Given the product [CH3:11][N:8]([O:3][CH3:2])[C:19]([C:18]1[CH:17]=[CH:16][O:15][C:14]=1[CH3:13])=[O:20], predict the reactants needed to synthesize it. The reactants are: Cl.[CH3:2][O:3]CN.C([N:8]([CH2:11]C)CC)C.[CH3:13][C:14]1[O:15][CH:16]=[CH:17][C:18]=1[C:19](Cl)=[O:20]. (7) Given the product [CH:8]([OH:30])=[O:41].[CH:40]([OH:41])=[O:30].[CH3:31][N:32]([CH3:33])[C:2]1[C:11]2[C:6](=[CH:7][C:8]([OH:30])=[C:9]([C:12]3[N:13]=[N:14][C:15]([N:18]([CH3:29])[CH:19]4[CH2:24][C:23]([CH3:26])([CH3:25])[NH:22][C:21]([CH3:28])([CH3:27])[CH2:20]4)=[CH:16][CH:17]=3)[CH:10]=2)[N:5]=[CH:4][CH:3]=1, predict the reactants needed to synthesize it. The reactants are: Cl[C:2]1[C:11]2[C:6](=[CH:7][C:8]([OH:30])=[C:9]([C:12]3[N:13]=[N:14][C:15]([N:18]([CH3:29])[CH:19]4[CH2:24][C:23]([CH3:26])([CH3:25])[NH:22][C:21]([CH3:28])([CH3:27])[CH2:20]4)=[CH:16][CH:17]=3)[CH:10]=2)[N:5]=[CH:4][CH:3]=1.[CH3:31][NH:32][CH3:33].Cl.CN1[C:40](=[O:41])CCC1. (8) The reactants are: Br[C:2]1[CH:3]=[C:4]([CH:9]=[C:10]([C:12]2[CH:17]=[CH:16][CH:15]=[CH:14][N:13]=2)[CH:11]=1)[C:5]([O:7][CH3:8])=[O:6].CC1(C)C(C)(C)OB([C:26]([C:28]2[CH:33]=[CH:32][CH:31]=[CH:30][CH:29]=2)=[CH2:27])O1.C([O-])([O-])=O.[K+].[K+].O. Given the product [C:28]1([C:26]([C:2]2[CH:3]=[C:4]([CH:9]=[C:10]([C:12]3[CH:17]=[CH:16][CH:15]=[CH:14][N:13]=3)[CH:11]=2)[C:5]([O:7][CH3:8])=[O:6])=[CH2:27])[CH:33]=[CH:32][CH:31]=[CH:30][CH:29]=1, predict the reactants needed to synthesize it. (9) Given the product [CH3:19][O:20][C:21]1[CH:22]=[C:23]([CH:27]=[CH:28][CH:29]=1)[C:24]([NH:1][C:2]1[CH:3]=[CH:4][C:5]([O:8][C:9](=[O:18])[N:10]([CH3:17])[C:11]2[CH:16]=[CH:15][CH:14]=[CH:13][CH:12]=2)=[N:6][CH:7]=1)=[O:25], predict the reactants needed to synthesize it. The reactants are: [NH2:1][C:2]1[CH:3]=[CH:4][C:5]([O:8][C:9](=[O:18])[N:10]([CH3:17])[C:11]2[CH:16]=[CH:15][CH:14]=[CH:13][CH:12]=2)=[N:6][CH:7]=1.[CH3:19][O:20][C:21]1[CH:22]=[C:23]([CH:27]=[CH:28][CH:29]=1)[C:24](Cl)=[O:25].C(N(CC)CC)C.ClCCl. (10) Given the product [NH2:1][C:2]1[CH:3]=[C:4]([CH:35]=[CH:36][CH:37]=1)[O:5][C:6]1[N:7]=[C:8]([NH:17][C:18]2[CH:23]=[CH:22][C:21]([N:24]3[CH2:25][CH2:26][C:27](=[O:28])[CH2:32][CH2:33]3)=[C:20]([CH3:34])[CH:19]=2)[C:9]([C:14]([NH2:16])=[O:15])=[N:10][C:11]=1[CH2:12][CH3:13], predict the reactants needed to synthesize it. The reactants are: [NH2:1][C:2]1[CH:3]=[C:4]([CH:35]=[CH:36][CH:37]=1)[O:5][C:6]1[N:7]=[C:8]([NH:17][C:18]2[CH:23]=[CH:22][C:21]([N:24]3[CH2:33][CH2:32][C:27]4(OCC[O:28]4)[CH2:26][CH2:25]3)=[C:20]([CH3:34])[CH:19]=2)[C:9]([C:14]([NH2:16])=[O:15])=[N:10][C:11]=1[CH2:12][CH3:13].Cl.C(O)(=O)C.N.